From a dataset of Reaction yield outcomes from USPTO patents with 853,638 reactions. Predict the reaction yield, written as a fraction of the theoretical maximum amount of product (1.0 means a 100% yield; for example, 0.34 means a 34% yield). (1) The reactants are [NH2:1][C:2]1[CH:7]=[CH:6][CH:5]=[CH:4][C:3]=1[SH:8].[Br:9][C:10]1[CH:11]=[C:12]([CH:16]=O)[CH:13]=[N:14][CH:15]=1. The catalyst is C(O)C. The product is [Br:9][C:10]1[CH:11]=[C:12]([C:16]2[S:8][C:3]3[CH:4]=[CH:5][CH:6]=[CH:7][C:2]=3[N:1]=2)[CH:13]=[N:14][CH:15]=1. The yield is 0.490. (2) The reactants are [O:1]=[C:2]1[O:13][CH2:12][C@@H:11]2[CH2:14][CH2:15][CH2:16][N:10]2[C:9](=[O:17])[C@H:8]([CH2:18][C:19]([O:21]C(C)(C)C)=O)[CH2:7][CH:6]=[CH:5][CH2:4][CH2:3]1.FC(F)(F)C(O)=O.O=C1OC[C@@H]2CCCN2C(=O)[C@H](CC(O)=O)CC=CCC1.[Cl:54][C:55]1[CH:60]=[CH:59][C:58]([CH2:61][NH2:62])=[CH:57][CH:56]=1. The catalyst is C(Cl)Cl.CO.C(Cl)Cl. The product is [Cl:54][C:55]1[CH:60]=[CH:59][C:58]([CH2:61][NH:62][C:19](=[O:21])[CH2:18][C@@H:8]2[CH2:7][CH:6]=[CH:5][CH2:4][CH2:3][C:2](=[O:1])[O:13][CH2:12][C@@H:11]3[CH2:14][CH2:15][CH2:16][N:10]3[C:9]2=[O:17])=[CH:57][CH:56]=1. The yield is 0.860. (3) The reactants are [OH:1][C:2]1[CH:3]=[C:4]([C:8]2[CH:9]=[C:10]([CH:14]([NH:20][C:21]([C@@H:23]3[CH2:28][CH2:27][CH2:26][N:25]([C:29](=[O:45])[CH2:30][CH2:31][CH:32]4[CH2:37][CH2:36][N:35]([C:38]([O:40][C:41]([CH3:44])([CH3:43])[CH3:42])=[O:39])[CH2:34][CH2:33]4)[CH2:24]3)=[O:22])[CH2:15][C:16]([O:18][CH3:19])=[O:17])[CH:11]=[N:12][CH:13]=2)[CH:5]=[CH:6][CH:7]=1.C(=O)([O-])[O-].[Cs+].[Cs+].[C:52]1([CH3:75])[CH:57]=[CH:56][C:55]([S:58]([O:61][CH2:62][CH2:63]OS(C2C=CC(C)=CC=2)(=O)=O)(=[O:60])=[O:59])=[CH:54][CH:53]=1. The catalyst is CN(C)C=O. The product is [CH3:19][O:18][C:16](=[O:17])[CH2:15][CH:14]([NH:20][C:21]([C@@H:23]1[CH2:28][CH2:27][CH2:26][N:25]([C:29](=[O:45])[CH2:30][CH2:31][CH:32]2[CH2:33][CH2:34][N:35]([C:38]([O:40][C:41]([CH3:42])([CH3:44])[CH3:43])=[O:39])[CH2:36][CH2:37]2)[CH2:24]1)=[O:22])[C:10]1[CH:11]=[N:12][CH:13]=[C:8]([C:4]2[CH:5]=[CH:6][CH:7]=[C:2]([O:1][CH2:63][CH2:62][O:61][S:58]([C:55]3[CH:56]=[CH:57][C:52]([CH3:75])=[CH:53][CH:54]=3)(=[O:60])=[O:59])[CH:3]=2)[CH:9]=1. The yield is 0.490. (4) The reactants are [CH3:1][C:2]1[CH:6]=[C:5]([N:7]2[CH2:11][CH2:10][N:9]([CH2:12][C:13]3[CH:18]=[CH:17][C:16]([C:19]([F:22])([F:21])[F:20])=[CH:15][CH:14]=3)[C:8]2=[O:23])[S:4][C:3]=1[C:24]([O:26]CC)=[O:25].[OH-].[Na+].Cl. The catalyst is C(O)C. The product is [CH3:1][C:2]1[CH:6]=[C:5]([N:7]2[CH2:11][CH2:10][N:9]([CH2:12][C:13]3[CH:14]=[CH:15][C:16]([C:19]([F:20])([F:21])[F:22])=[CH:17][CH:18]=3)[C:8]2=[O:23])[S:4][C:3]=1[C:24]([OH:26])=[O:25]. The yield is 0.910. (5) The reactants are [Br:1][C:2]1[CH:16]=[C:15](/[CH:17]=[CH:18]/[CH:19]([C:24]2[CH:29]=[C:28]([Cl:30])[C:27]([Cl:31])=[C:26]([Cl:32])[CH:25]=2)[C:20]([F:23])([F:22])[F:21])[CH:14]=[CH:13][C:3]=1[C:4]([NH:6][CH:7]1[CH2:12][CH2:11][NH:10][CH2:9][CH2:8]1)=[O:5].[C:33](Cl)(=[O:35])[CH3:34]. The catalyst is C(Cl)Cl. The product is [C:33]([N:10]1[CH2:11][CH2:12][CH:7]([NH:6][C:4](=[O:5])[C:3]2[CH:13]=[CH:14][C:15](/[CH:17]=[CH:18]/[CH:19]([C:24]3[CH:25]=[C:26]([Cl:32])[C:27]([Cl:31])=[C:28]([Cl:30])[CH:29]=3)[C:20]([F:23])([F:21])[F:22])=[CH:16][C:2]=2[Br:1])[CH2:8][CH2:9]1)(=[O:35])[CH3:34]. The yield is 0.500. (6) The reactants are [CH2:1]([C:4]1([CH2:29][CH:30]=[CH2:31])[N:13]2[CH2:14][CH2:15][C:16]3[C:21]([CH:12]2[CH2:11][C:10]2[CH:9]=[CH:8][C:7]([O:25][CH3:26])=[C:6]([O:27][CH3:28])[C:5]1=2)=[CH:20][C:19]1[O:22][CH2:23][O:24][C:18]=1[CH:17]=3)C=C. The catalyst is ClCCl.Cl[Ru](=CC1C=CC=CC=1)([P](C1CCCCC1)(C1CCCCC1)C1CCCCC1)([P](C1CCCCC1)(C1CCCCC1)C1CCCCC1)Cl. The product is [CH3:28][O:27][C:6]1[C:5]2[C:4]3([CH2:1][CH:31]=[CH:30][CH2:29]3)[N:13]3[CH2:14][CH2:15][C:16]4[C:21]([CH:12]3[CH2:11][C:10]=2[CH:9]=[CH:8][C:7]=1[O:25][CH3:26])=[CH:20][C:19]1[O:22][CH2:23][O:24][C:18]=1[CH:17]=4. The yield is 0.0400. (7) The reactants are [N:1]1[C:8](Cl)=[N:7][C:5](Cl)=[N:4][C:2]=1Cl.C([N:13](CC)[CH:14]([CH3:16])[CH3:15])(C)C.[F:19][C:20]1C=C(C=[CH:26][C:27]=1N)OC.[CH:29]1([NH2:36])[CH2:35][CH2:34][CH2:33][CH2:32][CH2:31][CH2:30]1.[CH3:37][N:38]1[CH2:43][CH2:42][CH:41]([NH:44][CH3:45])[CH2:40][CH2:39]1.[C:46](=[O:49])(O)[O-].[Na+]. The catalyst is O1CCOCC1.CC#N.[Cl-].[Na+].O. The product is [CH:29]1([NH:36][C:2]2[N:4]=[C:5]([NH:13][C:14]3[CH:15]=[CH:26][C:27]([O:49][CH3:46])=[C:20]([F:19])[CH:16]=3)[N:7]=[C:8]([N:44]([CH3:45])[CH:41]3[CH2:42][CH2:43][N:38]([CH3:37])[CH2:39][CH2:40]3)[N:1]=2)[CH2:35][CH2:34][CH2:33][CH2:32][CH2:31][CH2:30]1. The yield is 0.280.